Dataset: SARS-CoV-2 main protease (3CLPro) crystallographic fragment screen with 879 compounds. Task: Binary Classification. Given a drug SMILES string, predict its activity (active/inactive) in a high-throughput screening assay against a specified biological target. (1) The molecule is Cc1cc(C(=O)Nc2ccc3[nH]ccc3c2)no1. The result is 0 (inactive). (2) The drug is CC(=O)Nc1ccc(C)c2c1CCCN2. The result is 0 (inactive). (3) The compound is CC(N)C(=O)Nc1cc(C(F)(F)F)n[nH]1. The result is 0 (inactive).